The task is: Predict which catalyst facilitates the given reaction.. This data is from Catalyst prediction with 721,799 reactions and 888 catalyst types from USPTO. (1) The catalyst class is: 18. Reactant: Cl.[NH:2]1[C:10]2[C:5](=[CH:6][C:7]([C:11]3[C:19]4[C:18]([NH2:20])=[N:17][CH:16]=[N:15][C:14]=4[N:13]([CH3:21])[CH:12]=3)=[CH:8][CH:9]=2)[CH2:4][CH2:3]1.[F:22][C:23]1[CH:28]=[CH:27][C:26]([CH2:29][C:30](O)=[O:31])=[CH:25][CH:24]=1.CN(C(ON1N=NC2C=CC=NC1=2)=[N+](C)C)C.F[P-](F)(F)(F)(F)F.CCN(C(C)C)C(C)C. Product: [F:22][C:23]1[CH:28]=[CH:27][C:26]([CH2:29][C:30]([N:2]2[C:10]3[C:5](=[CH:6][C:7]([C:11]4[C:19]5[C:18]([NH2:20])=[N:17][CH:16]=[N:15][C:14]=5[N:13]([CH3:21])[CH:12]=4)=[CH:8][CH:9]=3)[CH2:4][CH2:3]2)=[O:31])=[CH:25][CH:24]=1. (2) The catalyst class is: 86. Reactant: [S:1]1[C:5]2[C:6](=[O:9])[NH:7][CH2:8][C:4]=2[CH:3]=[CH:2]1.[Br:10]Br. Product: [Br:10][C:2]1[S:1][C:5]2[C:6](=[O:9])[NH:7][CH2:8][C:4]=2[CH:3]=1.